Dataset: Catalyst prediction with 721,799 reactions and 888 catalyst types from USPTO. Task: Predict which catalyst facilitates the given reaction. (1) Reactant: [OH:1][CH2:2][C@@H:3]1[CH2:5][C@H:4]1[C:6]([O:8][CH2:9][CH3:10])=[O:7].C(N(CC)CC)C.[CH3:18][S:19](Cl)(=[O:21])=[O:20]. Product: [CH3:18][S:19]([O:1][CH2:2][C@@H:3]1[CH2:5][C@H:4]1[C:6]([O:8][CH2:9][CH3:10])=[O:7])(=[O:21])=[O:20]. The catalyst class is: 2. (2) Reactant: C(OC([N:8]1[CH2:12][C@@H:11]([CH2:13][NH:14][C:15](=[O:27])[C:16]2[CH:21]=[CH:20][CH:19]=[C:18]([C:22]3[NH:26][N:25]=[N:24][N:23]=3)[CH:17]=2)[CH2:10][C@H:9]1[C:28]([N:30]1[CH2:34][CH2:33][S:32][CH2:31]1)=[O:29])=O)(C)(C)C.Cl.O1CCOCC1. Product: [NH:26]1[C:22]([C:18]2[CH:17]=[C:16]([CH:21]=[CH:20][CH:19]=2)[C:15]([NH:14][CH2:13][C@H:11]2[CH2:10][C@@H:9]([C:28]([N:30]3[CH2:34][CH2:33][S:32][CH2:31]3)=[O:29])[NH:8][CH2:12]2)=[O:27])=[N:23][N:24]=[N:25]1. The catalyst class is: 5.